From a dataset of Full USPTO retrosynthesis dataset with 1.9M reactions from patents (1976-2016). Predict the reactants needed to synthesize the given product. (1) Given the product [CH3:19][O:20][C:8]1[CH:10]=[C:11]2[C:12](=[C:17]([NH2:18])[N:9]=1)[N:13]=[CH:14][CH:15]=[CH:16]2, predict the reactants needed to synthesize it. The reactants are: CCCCCC.[Na].[C:8]([CH2:10][C:11]1[C:12]([C:17]#[N:18])=[N:13][CH:14]=[CH:15][CH:16]=1)#[N:9].[CH3:19][OH:20]. (2) Given the product [O:13]1[C:12]([C:11]2[CH:17]=[CH:18][C:8]([C:1]([OH:2])=[O:4])=[CH:9][CH:10]=2)=[CH:28][C:22]2[CH:27]=[CH:26][CH:25]=[CH:24][C:23]1=2, predict the reactants needed to synthesize it. The reactants are: [C:1](=[O:4])([O-])[O-:2].[Na+].[Na+].Br[C:8]1[CH:18]=[CH:17][C:11]([C:12](OCC)=[O:13])=[CH:10][CH:9]=1.[OH-].[Na+].Cl.[C:22]1([CH3:28])[CH:27]=[CH:26][CH:25]=[CH:24][CH:23]=1. (3) Given the product [Cl:18][C:19]1[CH:24]=[CH:23][C:22]([NH:25][C:26]([N:8]2[C@H:7]([C:15]([OH:17])=[O:16])[CH2:6][C:5]3[C:10](=[CH:11][C:12]([O:13][CH3:14])=[C:3]([O:2][CH3:1])[CH:4]=3)[CH2:9]2)=[O:27])=[CH:21][CH:20]=1, predict the reactants needed to synthesize it. The reactants are: [CH3:1][O:2][C:3]1[CH:4]=[C:5]2[C:10](=[CH:11][C:12]=1[O:13][CH3:14])[CH2:9][NH:8][CH:7]([C:15]([OH:17])=[O:16])[CH2:6]2.[Cl:18][C:19]1[CH:24]=[CH:23][C:22]([N:25]=[C:26]=[O:27])=[CH:21][CH:20]=1. (4) Given the product [Br:11][C:12]1[CH:17]=[CH:16][C:15]([N:18]2[C:2]3[CH:7]=[CH:6][CH:5]=[CH:4][C:3]=3[N:8]=[C:19]2[CH3:20])=[CH:14][CH:13]=1, predict the reactants needed to synthesize it. The reactants are: I[C:2]1[CH:7]=[CH:6][CH:5]=[CH:4][C:3]=1[N+:8]([O-])=O.[Br:11][C:12]1[CH:17]=[CH:16][C:15]([NH:18][C:19](=O)[CH3:20])=[CH:14][CH:13]=1. (5) Given the product [CH3:1][O:2][C:3]1[CH:4]=[CH:5][C:6]([C:9]2[CH:14]=[N:13][N:12]3[C:23](=[O:24])[NH:16][N:15]=[C:11]3[C:10]=2[C:17]2[CH:22]=[CH:21][N:20]=[CH:19][CH:18]=2)=[CH:7][CH:8]=1, predict the reactants needed to synthesize it. The reactants are: [CH3:1][O:2][C:3]1[CH:8]=[CH:7][C:6]([C:9]2[C:10]([C:17]3[CH:22]=[CH:21][N:20]=[CH:19][CH:18]=3)=[C:11]([NH:15][NH2:16])[N:12]=[N:13][CH:14]=2)=[CH:5][CH:4]=1.[C:23](N1C=CN=C1)(N1C=CN=C1)=[O:24]. (6) Given the product [Cl:6][C:7]1[CH:8]=[CH:9][C:10]([C:11]([NH:13][CH2:14][C:15]2[S:16][C:17]([S:2]([Cl:1])(=[O:5])=[O:3])=[CH:18][CH:19]=2)=[O:12])=[CH:20][CH:21]=1, predict the reactants needed to synthesize it. The reactants are: [Cl:1][S:2]([OH:5])(=O)=[O:3].[Cl:6][C:7]1[CH:21]=[CH:20][C:10]([C:11]([NH:13][CH2:14][C:15]2[S:16][CH:17]=[CH:18][CH:19]=2)=[O:12])=[CH:9][CH:8]=1.